From a dataset of Reaction yield outcomes from USPTO patents with 853,638 reactions. Predict the reaction yield, written as a fraction of the theoretical maximum amount of product (1.0 means a 100% yield; for example, 0.34 means a 34% yield). (1) The reactants are [N+:1]([C:4]1[CH:14]=[CH:13][C:7]2[O:8][CH2:9][C:10](=[O:12])[NH:11][C:6]=2[CH:5]=1)([O-])=O. The catalyst is CO.[Pd]. The product is [NH2:1][C:4]1[CH:14]=[CH:13][C:7]2[O:8][CH2:9][C:10](=[O:12])[NH:11][C:6]=2[CH:5]=1. The yield is 0.560. (2) The reactants are [Cl:1][C:2]1[CH:7]=[CH:6][CH:5]=[CH:4][C:3]=1[NH:8][C:9]1[N:14]2[N:15]=[CH:16][C:17]([C:18]([OH:20])=O)=[C:13]2[N:12]=[CH:11][C:10]=1[C:21]([N:23]1[CH2:28][CH2:27][CH:26]([C:29]2[CH:34]=[CH:33][CH:32]=[CH:31][CH:30]=2)[CH2:25][CH2:24]1)=[O:22].[CH2:35]([S:37]([NH2:40])(=[O:39])=[O:38])[CH3:36]. No catalyst specified. The product is [Cl:1][C:2]1[CH:7]=[CH:6][CH:5]=[CH:4][C:3]=1[NH:8][C:9]1[N:14]2[N:15]=[CH:16][C:17]([C:18]([NH:40][S:37]([CH2:35][CH3:36])(=[O:39])=[O:38])=[O:20])=[C:13]2[N:12]=[CH:11][C:10]=1[C:21]([N:23]1[CH2:24][CH2:25][CH:26]([C:29]2[CH:30]=[CH:31][CH:32]=[CH:33][CH:34]=2)[CH2:27][CH2:28]1)=[O:22]. The yield is 0.470.